Dataset: Forward reaction prediction with 1.9M reactions from USPTO patents (1976-2016). Task: Predict the product of the given reaction. Given the reactants Cl[C:2]1[C:7](=[O:8])[CH:6]=[CH:5][N:4]([C:9]2[CH:14]=[CH:13][CH:12]=[C:11]([C:15]([F:18])([F:17])[F:16])[CH:10]=2)[CH:3]=1.[C:19]1([N:25]2[C:29](B3OC(C)(C)C(C)(C)O3)=[CH:28][CH:27]=[N:26]2)[CH:24]=[CH:23][CH:22]=[CH:21][CH:20]=1.C(=O)([O-])[O-].[K+].[K+], predict the reaction product. The product is: [C:19]1([N:25]2[C:29]([C:2]3[C:7](=[O:8])[CH:6]=[CH:5][N:4]([C:9]4[CH:14]=[CH:13][CH:12]=[C:11]([C:15]([F:18])([F:17])[F:16])[CH:10]=4)[CH:3]=3)=[CH:28][CH:27]=[N:26]2)[CH:20]=[CH:21][CH:22]=[CH:23][CH:24]=1.